Predict the reactants needed to synthesize the given product. From a dataset of Full USPTO retrosynthesis dataset with 1.9M reactions from patents (1976-2016). Given the product [S:1]1[CH:5]=[CH:4][CH:3]=[C:2]1[C:6]1[S:8][C:24]2[CH2:23][N:22]([C:19](=[O:21])[CH3:20])[CH2:27][CH2:26][C:25]=2[N:7]=1, predict the reactants needed to synthesize it. The reactants are: [S:1]1[CH:5]=[CH:4][CH:3]=[C:2]1[C:6](=[S:8])[NH2:7].C(N(C(C)C)C(C)C)C.Br.[C:19]([N:22]1[CH2:27][CH2:26][C:25](=O)[CH:24](Br)[CH2:23]1)(=[O:21])[CH3:20].